The task is: Predict the reactants needed to synthesize the given product.. This data is from Full USPTO retrosynthesis dataset with 1.9M reactions from patents (1976-2016). Given the product [Cl:45][C:43]1[CH:44]=[C:39]([O:1][C:2]2[CH:24]=[N:23][C:5]3[N:6]([CH3:22])[C:7](=[O:21])[N:8]([CH2:11][CH2:12][CH2:13][O:14][CH:15]4[CH2:20][CH2:19][CH2:18][CH2:17][O:16]4)[C:9](=[O:10])[C:4]=3[CH:3]=2)[CH:40]=[N:41][CH:42]=1, predict the reactants needed to synthesize it. The reactants are: [OH:1][C:2]1[CH:24]=[N:23][C:5]2[N:6]([CH3:22])[C:7](=[O:21])[N:8]([CH2:11][CH2:12][CH2:13][O:14][CH:15]3[CH2:20][CH2:19][CH2:18][CH2:17][O:16]3)[C:9](=[O:10])[C:4]=2[CH:3]=1.C([O-])([O-])=O.[Cs+].[Cs+].CN(C)CC(O)=O.Br[C:39]1[CH:40]=[N:41][CH:42]=[C:43]([Cl:45])[CH:44]=1.